Dataset: Peptide-MHC class I binding affinity with 185,985 pairs from IEDB/IMGT. Task: Regression. Given a peptide amino acid sequence and an MHC pseudo amino acid sequence, predict their binding affinity value. This is MHC class I binding data. (1) The peptide sequence is MSRVRISLIY. The MHC is HLA-A03:01 with pseudo-sequence HLA-A03:01. The binding affinity (normalized) is 0.483. (2) The peptide sequence is EIAQHGAWY. The MHC is HLA-B46:01 with pseudo-sequence HLA-B46:01. The binding affinity (normalized) is 0.0847. (3) The peptide sequence is KELSPRWYFY. The MHC is HLA-B40:02 with pseudo-sequence HLA-B40:02. The binding affinity (normalized) is 0.470. (4) The peptide sequence is ALTSLGLLYT. The MHC is H-2-Db with pseudo-sequence H-2-Db. The binding affinity (normalized) is 0.